This data is from Forward reaction prediction with 1.9M reactions from USPTO patents (1976-2016). The task is: Predict the product of the given reaction. (1) Given the reactants [CH:1]1[C:13]2[C:12]3[CH2:11][CH2:10][N:9]([C:14]([NH:16][C:17]4[CH:18]=[C:19]([CH:23]=[CH:24][CH:25]=4)[C:20]([OH:22])=O)=[O:15])[CH2:8][C:7]=3[CH:6]=[N:5][C:4]=2[NH:3][N:2]=1.[NH:26]1[CH2:31][CH2:30][CH:29]([N:32]2[C:36]3[CH:37]=[CH:38][CH:39]=[CH:40][C:35]=3[NH:34][C:33]2=[O:41])[CH2:28][CH2:27]1.CCN(C(C)C)C(C)C.CN(C(ON1N=NC2C=CC=CC1=2)=[N+](C)C)C.F[P-](F)(F)(F)(F)F.C([O-])(O)=O.[Na+], predict the reaction product. The product is: [O:41]=[C:33]1[N:32]([CH:29]2[CH2:28][CH2:27][N:26]([C:20]([C:19]3[CH:18]=[C:17]([NH:16][C:14]([N:9]4[CH2:8][C:7]5[CH:6]=[N:5][C:4]6[NH:3][N:2]=[CH:1][C:13]=6[C:12]=5[CH2:11][CH2:10]4)=[O:15])[CH:25]=[CH:24][CH:23]=3)=[O:22])[CH2:31][CH2:30]2)[C:36]2[CH:37]=[CH:38][CH:39]=[CH:40][C:35]=2[NH:34]1. (2) Given the reactants [F:1][C:2]([F:19])([F:18])[CH:3]([C:5]1[CH:10]=[CH:9][C:8]([C:11]2[CH:16]=[CH:15][CH:14]=[C:13]([F:17])[CH:12]=2)=[CH:7][CH:6]=1)[OH:4].[H-].[Na+].[NH2:22][C:23]1[N:28]=[C:27](Cl)[CH:26]=[C:25]([Cl:30])[N:24]=1.C(O)(C(F)(F)F)=O, predict the reaction product. The product is: [Cl:30][C:25]1[CH:26]=[C:27]([O:4][CH:3]([C:5]2[CH:10]=[CH:9][C:8]([C:11]3[CH:16]=[CH:15][CH:14]=[C:13]([F:17])[CH:12]=3)=[CH:7][CH:6]=2)[C:2]([F:1])([F:18])[F:19])[N:28]=[C:23]([NH2:22])[N:24]=1. (3) Given the reactants [NH2:1][C:2]1[C:7](Br)=[N:6][C:5]([Br:9])=[CH:4][N:3]=1.[OH:10][CH2:11][CH:12]1[CH2:17][CH2:16][NH:15][CH2:14][CH2:13]1, predict the reaction product. The product is: [NH2:1][C:2]1[C:7]([N:15]2[CH2:16][CH2:17][CH:12]([CH2:11][OH:10])[CH2:13][CH2:14]2)=[N:6][C:5]([Br:9])=[CH:4][N:3]=1. (4) Given the reactants [NH2:1][C:2]1[CH:10]=[C:9]([C@H:11]([NH:15][C:16]([N:18]2[C:24](=[O:25])[C@@H:23]([CH2:26][C:27]3[CH:32]=[C:31]([Cl:33])[CH:30]=[CH:29][C:28]=3[O:34][CH3:35])[CH2:22][NH:21][C:20](=[N:36][O:37][CH2:38][CH3:39])[CH2:19]2)=[O:17])[CH2:12][CH2:13][CH3:14])[CH:8]=[CH:7][C:3]=1[C:4]([OH:6])=[O:5].O.[C:41]1([CH3:51])[CH:46]=[CH:45][C:44]([S:47]([OH:50])(=[O:49])=[O:48])=[CH:43][CH:42]=1, predict the reaction product. The product is: [S:47]([C:44]1[CH:45]=[CH:46][C:41]([CH3:51])=[CH:42][CH:43]=1)([OH:50])(=[O:49])=[O:48].[NH2:1][C:2]1[CH:10]=[C:9]([C@H:11]([NH:15][C:16]([N:18]2[C:24](=[O:25])[C@@H:23]([CH2:26][C:27]3[CH:32]=[C:31]([Cl:33])[CH:30]=[CH:29][C:28]=3[O:34][CH3:35])[CH2:22][NH:21][C:20](=[N:36][O:37][CH2:38][CH3:39])[CH2:19]2)=[O:17])[CH2:12][CH2:13][CH3:14])[CH:8]=[CH:7][C:3]=1[C:4]([OH:6])=[O:5].[S:47]([C:44]1[CH:45]=[CH:46][C:41]([CH3:51])=[CH:42][CH:43]=1)([OH:50])(=[O:49])=[O:48].[S:47]([C:44]1[CH:45]=[CH:46][C:41]([CH3:51])=[CH:42][CH:43]=1)([OH:50])(=[O:49])=[O:48].[NH2:1][C:2]1[CH:10]=[C:9]([C@H:11]([NH:15][C:16]([N:18]2[C:24](=[O:25])[C@@H:23]([CH2:26][C:27]3[CH:32]=[C:31]([Cl:33])[CH:30]=[CH:29][C:28]=3[O:34][CH3:35])[CH2:22][NH:21][C:20](=[N:36][O:37][CH2:38][CH3:39])[CH2:19]2)=[O:17])[CH2:12][CH2:13][CH3:14])[CH:8]=[CH:7][C:3]=1[C:4]([OH:6])=[O:5]. (5) Given the reactants [C:1]([OH:14])(=O)/[CH:2]=[CH:3]/[CH:4]=[CH:5]/[CH2:6][CH2:7][CH2:8][CH2:9][CH2:10][CH2:11][CH3:12].C(Cl)(=O)C([Cl:18])=O, predict the reaction product. The product is: [C:1]([Cl:18])(=[O:14])/[CH:2]=[CH:3]/[CH:4]=[CH:5]/[CH2:6][CH2:7][CH2:8][CH2:9][CH2:10][CH2:11][CH3:12]. (6) Given the reactants C[O-].[Na+].[Br:4][CH2:5][C:6]1[C:15]2[C:10](=[CH:11][C:12]([O:16]C(=O)C)=[CH:13][CH:14]=2)[O:9][C:8](=[O:20])[CH:7]=1, predict the reaction product. The product is: [Br:4][CH2:5][C:6]1[C:15]2[C:10](=[CH:11][C:12]([OH:16])=[CH:13][CH:14]=2)[O:9][C:8](=[O:20])[CH:7]=1. (7) Given the reactants C(N1CCN(C2SC(C(O)=O)=C(C)N=2)C1=O)C1C=CC=CC=1.[CH3:23][C:24]1[N:25]=[C:26]([N:32]2[CH2:36][CH2:35][N:34]([CH2:37][C:38]3[CH:43]=[CH:42][C:41]([O:44][C:45]([F:48])([F:47])[F:46])=[CH:40][CH:39]=3)[C:33]2=[O:49])[S:27][C:28]=1[C:29]([OH:31])=O.[NH2:50][CH2:51][C:52]1[CH:53]=[N:54][CH:55]=[CH:56][CH:57]=1, predict the reaction product. The product is: [CH3:23][C:24]1[N:25]=[C:26]([N:32]2[CH2:36][CH2:35][N:34]([CH2:37][C:38]3[CH:39]=[CH:40][C:41]([O:44][C:45]([F:46])([F:47])[F:48])=[CH:42][CH:43]=3)[C:33]2=[O:49])[S:27][C:28]=1[C:29]([NH:50][CH2:51][C:52]1[CH:53]=[N:54][CH:55]=[CH:56][CH:57]=1)=[O:31]. (8) Given the reactants C(=O)([O-])[O-].[K+].[K+].Br[CH2:8][CH2:9]Cl.[CH:11]1([NH:14][C:15](=[O:41])[C:16]2[CH:21]=[CH:20][C:19]([CH3:22])=[C:18]([N:23]3[CH:28]=[CH:27][N:26]=[C:25]([NH:29][C:30]([C:33]4[CH:38]=[CH:37][CH:36]=[CH:35][C:34]=4[OH:39])([CH3:32])[CH3:31])[C:24]3=[O:40])[CH:17]=2)[CH2:13][CH2:12]1.[C:42](#[N:44])C, predict the reaction product. The product is: [CH:11]1([NH:14][C:15](=[O:41])[C:16]2[CH:21]=[CH:20][C:19]([CH3:22])=[C:18]([N:23]3[CH:28]=[CH:27][N:26]=[C:25]([NH:29][C:30]([CH3:32])([C:33]4[CH:38]=[CH:37][CH:36]=[CH:35][C:34]=4[O:39][CH2:8][CH2:9][NH:44][CH3:42])[CH3:31])[C:24]3=[O:40])[CH:17]=2)[CH2:13][CH2:12]1.